Dataset: Forward reaction prediction with 1.9M reactions from USPTO patents (1976-2016). Task: Predict the product of the given reaction. (1) The product is: [CH3:8][C:5]1[N:6]=[CH:7][C:2]([NH:18][C:21](=[O:30])[O:15][C:11]([CH3:14])([CH3:13])[CH3:12])=[N:3][CH:4]=1. Given the reactants C[C:2]1[N:3]=[CH:4][C:5]([C:8](O)=O)=[N:6][CH:7]=1.[C:11]([OH:15])([CH3:14])([CH3:13])[CH3:12].CC[N:18]([CH2:21]C)CC.C1(P(N=[N+]=[N-])(C2C=CC=CC=2)=[O:30])C=CC=CC=1, predict the reaction product. (2) Given the reactants [NH2:1][CH2:2][C:3]1[CH:8]=[CH:7][C:6]([OH:9])=[CH:5][CH:4]=1.C(=O)(O)[O-].[Na+].[C:15]([O:19][C:20](O[C:20]([O:19][C:15]([CH3:18])([CH3:17])[CH3:16])=[O:21])=[O:21])([CH3:18])([CH3:17])[CH3:16], predict the reaction product. The product is: [OH:9][C:6]1[CH:7]=[CH:8][C:3]([CH2:2][NH:1][C:20](=[O:21])[O:19][C:15]([CH3:18])([CH3:17])[CH3:16])=[CH:4][CH:5]=1. (3) Given the reactants [CH3:1][O:2][C:3]1[CH:4]=[C:5]2[C:10](=[CH:11][C:12]=1[O:13][CH3:14])[N:9]=[CH:8][CH:7]=[C:6]2[O:15][C:16]1[C:22]([CH3:23])=[CH:21][C:19]([NH2:20])=[C:18]([CH3:24])[CH:17]=1.C(N(CC)CC)C.ClC(Cl)(O[C:36](=[O:42])OC(Cl)(Cl)Cl)Cl.[CH2:44]([N:51]1[CH2:56][CH2:55][CH:54]([NH2:57])[CH2:53][CH2:52]1)[C:45]1[CH:50]=[CH:49][CH:48]=[CH:47][CH:46]=1, predict the reaction product. The product is: [CH2:44]([N:51]1[CH2:56][CH2:55][CH:54]([NH:57][C:36]([NH:20][C:19]2[CH:21]=[C:22]([CH3:23])[C:16]([O:15][C:6]3[C:5]4[C:10](=[CH:11][C:12]([O:13][CH3:14])=[C:3]([O:2][CH3:1])[CH:4]=4)[N:9]=[CH:8][CH:7]=3)=[CH:17][C:18]=2[CH3:24])=[O:42])[CH2:53][CH2:52]1)[C:45]1[CH:46]=[CH:47][CH:48]=[CH:49][CH:50]=1.